This data is from Forward reaction prediction with 1.9M reactions from USPTO patents (1976-2016). The task is: Predict the product of the given reaction. (1) Given the reactants Br[CH2:2][C:3]([O:5][CH3:6])=[O:4].[Br:7][C:8]1[CH:16]=[C:15]([F:17])[CH:14]=[C:13]2[C:9]=1[C:10]([S:23][C:24]1[CH:29]=[CH:28][C:27]([Cl:30])=[CH:26][CH:25]=1)=[C:11]1[C:21](=[O:22])[CH2:20][CH2:19][CH2:18][N:12]12.[NH4+].[Cl-], predict the reaction product. The product is: [Br:7][C:8]1[CH:16]=[C:15]([F:17])[CH:14]=[C:13]2[C:9]=1[C:10]([S:23][C:24]1[CH:29]=[CH:28][C:27]([Cl:30])=[CH:26][CH:25]=1)=[C:11]1[C:21]([CH2:2][C:3]([O:5][CH3:6])=[O:4])([OH:22])[CH2:20][CH2:19][CH2:18][N:12]12. (2) Given the reactants [CH:1]([C:3]1[CH:12]=[CH:11][C:6]([C:7]([O:9][CH3:10])=[O:8])=[CH:5][CH:4]=1)=O.[CH3:13][C:14]1[NH:15][C:16]2[C:21]([C:22]=1[CH2:23][CH2:24][NH2:25])=[CH:20][CH:19]=[CH:18][CH:17]=2.[CH3:26][C:27]([CH2:29][C:30]([C:32](OC)=[O:33])=[O:31])=[O:28], predict the reaction product. The product is: [C:27]([C:29]1[CH:1]([C:3]2[CH:12]=[CH:11][C:6]([C:7]([O:9][CH3:10])=[O:8])=[CH:5][CH:4]=2)[N:25]([CH2:24][CH2:23][C:22]2[C:21]3[C:16](=[CH:17][CH:18]=[CH:19][CH:20]=3)[NH:15][C:14]=2[CH3:13])[C:32](=[O:33])[C:30]=1[OH:31])(=[O:28])[CH3:26].